This data is from Reaction yield outcomes from USPTO patents with 853,638 reactions. The task is: Predict the reaction yield, written as a fraction of the theoretical maximum amount of product (1.0 means a 100% yield; for example, 0.34 means a 34% yield). The reactants are Cl[C:2]1[CH:7]=[C:6]([Cl:8])[N:5]=[CH:4][N:3]=1.[CH:9]1([CH2:12][NH2:13])[CH2:11][CH2:10]1.C(N(C(C)C)CC)(C)C. The catalyst is C(O)(C)C. The product is [Cl:8][C:6]1[N:5]=[CH:4][N:3]=[C:2]([NH:13][CH2:12][CH:9]2[CH2:11][CH2:10]2)[CH:7]=1. The yield is 0.860.